Dataset: Catalyst prediction with 721,799 reactions and 888 catalyst types from USPTO. Task: Predict which catalyst facilitates the given reaction. Reactant: [NH2:1][C:2]1[CH:7]=[CH:6][CH:5]=[CH:4][C:3]=1[CH:8]1[CH2:17][C:16]([CH3:19])([CH3:18])[C:15]2[C:10](=[CH:11][CH:12]=[C:13]([C:20]#[N:21])[CH:14]=2)[NH:9]1.[C:22]1([S:28](Cl)(=[O:30])=[O:29])[CH:27]=[CH:26][CH:25]=[CH:24][CH:23]=1. Product: [C:20]([C:13]1[CH:14]=[C:15]2[C:10](=[CH:11][CH:12]=1)[NH:9][CH:8]([C:3]1[CH:4]=[CH:5][CH:6]=[CH:7][C:2]=1[NH:1][S:28]([C:22]1[CH:27]=[CH:26][CH:25]=[CH:24][CH:23]=1)(=[O:30])=[O:29])[CH2:17][C:16]2([CH3:18])[CH3:19])#[N:21]. The catalyst class is: 228.